Dataset: Catalyst prediction with 721,799 reactions and 888 catalyst types from USPTO. Task: Predict which catalyst facilitates the given reaction. (1) Reactant: Br[C:2]1[CH:3]=[C:4]([N+:18]([O-:20])=[O:19])[C:5]([C:8]2[CH:13]=[CH:12][C:11]([O:14][CH2:15][O:16][CH3:17])=[CH:10][CH:9]=2)=[N:6][CH:7]=1.[F:21][C:22]1[CH:27]=[CH:26][C:25](B2OC(C)(C)C(C)(C)O2)=[CH:24][N:23]=1.C([O-])([O-])=O.[Na+].[Na+].O1CCOCC1. Product: [F:21][C:22]1[N:23]=[CH:24][C:25]([C:2]2[CH:7]=[N:6][C:5]([C:8]3[CH:13]=[CH:12][C:11]([O:14][CH2:15][O:16][CH3:17])=[CH:10][CH:9]=3)=[C:4]([N+:18]([O-:20])=[O:19])[CH:3]=2)=[CH:26][CH:27]=1. The catalyst class is: 518. (2) Reactant: C1C(=O)N(Br)C(=[O:4])C1.[N:9]1([C:14]([O:16][CH2:17][C:18]2[CH:23]=[CH:22][CH:21]=[CH:20][CH:19]=2)=[O:15])[CH2:13][CH:12]=[CH:11][CH2:10]1.[OH-].[Na+]. Product: [O:4]1[CH:12]2[CH:11]1[CH2:10][N:9]([C:14]([O:16][CH2:17][C:18]1[CH:23]=[CH:22][CH:21]=[CH:20][CH:19]=1)=[O:15])[CH2:13]2. The catalyst class is: 58. (3) Reactant: [NH2:1][C@H:2]([C:19]([CH3:22])([CH3:21])[CH3:20])[C:3]([N:5]1[CH2:10][CH2:9][CH:8]([N:11]2[CH2:16][CH2:15][N:14]([CH3:17])[CH2:13][C:12]2=[O:18])[CH2:7][CH2:6]1)=[O:4].[Cl:23][C:24]1[CH:29]=[CH:28][C:27]([N:30]=[C:31]=[O:32])=[CH:26][CH:25]=1. Product: [Cl:23][C:24]1[CH:29]=[CH:28][C:27]([NH:30][C:31]([NH:1][C@@H:2]([C:3]([N:5]2[CH2:10][CH2:9][CH:8]([N:11]3[CH2:16][CH2:15][N:14]([CH3:17])[CH2:13][C:12]3=[O:18])[CH2:7][CH2:6]2)=[O:4])[C:19]([CH3:22])([CH3:21])[CH3:20])=[O:32])=[CH:26][CH:25]=1. The catalyst class is: 10. (4) Product: [NH:8]1[CH2:9][CH:10]([C:12]2[N:16]3[CH:17]=[CH:18][N:19]=[C:20]([NH2:21])[C:15]3=[C:14]([C:22]3[CH:27]=[CH:26][C:25]([O:28][C:29]4[CH:30]=[CH:31][CH:32]=[CH:33][CH:34]=4)=[CH:24][CH:23]=3)[N:13]=2)[CH2:11]1. Reactant: C(OC([N:8]1[CH2:11][CH:10]([C:12]2[N:16]3[CH:17]=[CH:18][N:19]=[C:20]([NH2:21])[C:15]3=[C:14]([C:22]3[CH:27]=[CH:26][C:25]([O:28][C:29]4[CH:34]=[CH:33][CH:32]=[CH:31][CH:30]=4)=[CH:24][CH:23]=3)[N:13]=2)[CH2:9]1)=O)(C)(C)C.Cl. The catalyst class is: 12. (5) Reactant: [Cl:1][C:2]1[CH:3]=[C:4]([N:9]([CH2:14][CH2:15][O:16][CH3:17])[CH2:10][C:11]([OH:13])=O)[CH:5]=[CH:6][C:7]=1[Cl:8].[Li].[CH2:19]([N:21]([CH2:24][CH3:25])[CH2:22][CH3:23])[CH3:20].F[P-](F)(F)(F)(F)F.N1(O[P+](N(C)C)(N(C)C)N(C)C)[C:37]2[CH:38]=[CH:39][CH:40]=[CH:41][C:36]=2N=N1.F[C:54](F)(F)[C:55](O)=O.C[C:61]#[N:62].O. Product: [C:55]1([C:36]2[CH:37]=[CH:38][CH:39]=[CH:40][CH:41]=2)[CH:54]=[CH:6][C:7]([CH:20]([N:62]([CH3:61])[C:11](=[O:13])[CH2:10][N:9]([C:4]2[CH:5]=[CH:6][C:7]([Cl:8])=[C:2]([Cl:1])[CH:3]=2)[CH2:14][CH2:15][O:16][CH3:17])[CH2:19][N:21]2[CH2:24][CH2:25][CH2:23][CH2:22]2)=[CH:2][CH:3]=1. The catalyst class is: 3. (6) Reactant: [CH2:1]([O:3][C:4](=[O:18])[CH2:5][O:6][C:7]1[CH:12]=[CH:11][C:10]([O:13]C(=O)C)=[CH:9][C:8]=1[CH3:17])C.C[O-].[Na+].Cl. Product: [CH3:1][O:3][C:4](=[O:18])[CH2:5][O:6][C:7]1[CH:12]=[CH:11][C:10]([OH:13])=[CH:9][C:8]=1[CH3:17]. The catalyst class is: 5. (7) Reactant: [F:1][C:2]1[C:3]([NH:23][C:24]2[CH:29]=[CH:28][C:27]([I:30])=[CH:26][C:25]=2[F:31])=[C:4]([CH:12]=[C:13](/[CH:16]=[N:17]/[O:18][CH2:19][CH2:20][S:21][CH3:22])[C:14]=1[F:15])[C:5]([NH:7][O:8][CH2:9][CH2:10][OH:11])=[O:6].ClC(Cl)C(O)=O. Product: [F:1][C:2]1[C:3]([NH:23][C:24]2[CH:29]=[CH:28][C:27]([I:30])=[CH:26][C:25]=2[F:31])=[C:4]([CH:12]=[C:13]([CH2:16][NH:17][O:18][CH2:19][CH2:20][S:21][CH3:22])[C:14]=1[F:15])[C:5]([NH:7][O:8][CH2:9][CH2:10][OH:11])=[O:6]. The catalyst class is: 2. (8) Reactant: [NH2:1][C:2]1[CH:22]=[CH:21][C:5]([O:6][C:7]2[N:12]=[CH:11][N:10]=[C:9]([NH:13][C:14](=[O:20])[O:15][C:16]([CH3:19])([CH3:18])[CH3:17])[CH:8]=2)=[C:4]([F:23])[CH:3]=1.[F:24][C:25]1[CH:30]=[CH:29][C:28]([NH:31][C:32](=[O:37])[CH2:33][C:34](O)=[O:35])=[CH:27][CH:26]=1.CN(C(ON1N=NC2C=CC=CC1=2)=[N+](C)C)C.[B-](F)(F)(F)F.CCN(C(C)C)C(C)C. Product: [F:23][C:4]1[CH:3]=[C:2]([NH:1][C:34](=[O:35])[CH2:33][C:32]([NH:31][C:28]2[CH:29]=[CH:30][C:25]([F:24])=[CH:26][CH:27]=2)=[O:37])[CH:22]=[CH:21][C:5]=1[O:6][C:7]1[N:12]=[CH:11][N:10]=[C:9]([NH:13][C:14](=[O:20])[O:15][C:16]([CH3:19])([CH3:18])[CH3:17])[CH:8]=1. The catalyst class is: 61. (9) Reactant: [CH3:1][C:2]1[CH:7]=[CH:6][C:5]([CH2:8][CH2:9][CH2:10][OH:11])=[CH:4][CH:3]=1.C(N(CC)CC)C.[CH3:19][S:20](Cl)(=[O:22])=[O:21]. Product: [S:20]([O:11][CH2:10][CH2:9][CH2:8][C:5]1[CH:6]=[CH:7][C:2]([CH3:1])=[CH:3][CH:4]=1)(=[O:22])(=[O:21])[CH3:19]. The catalyst class is: 4. (10) Reactant: [NH2:1][C:2]1[N:9]=[C:8]([C:10]2[CH:15]=[CH:14][CH:13]=[CH:12][C:11]=2[O:16][CH2:17][C:18]2[CH:23]=[CH:22][C:21]([O:24][CH3:25])=[CH:20][CH:19]=2)[CH:7]=[C:6]([C:26]2[CH:31]=[CH:30][C:29]([N+:32]([O-])=O)=[C:28]([O:35][CH2:36][CH2:37][N:38]3[CH2:43][CH2:42][CH2:41][CH2:40][CH2:39]3)[CH:27]=2)[C:3]=1[C:4]#[N:5].Cl[Sn]Cl. Product: [NH2:1][C:2]1[N:9]=[C:8]([C:10]2[CH:15]=[CH:14][CH:13]=[CH:12][C:11]=2[O:16][CH2:17][C:18]2[CH:23]=[CH:22][C:21]([O:24][CH3:25])=[CH:20][CH:19]=2)[CH:7]=[C:6]([C:26]2[CH:31]=[CH:30][C:29]([NH2:32])=[C:28]([O:35][CH2:36][CH2:37][N:38]3[CH2:43][CH2:42][CH2:41][CH2:40][CH2:39]3)[CH:27]=2)[C:3]=1[C:4]#[N:5]. The catalyst class is: 3.